Dataset: Forward reaction prediction with 1.9M reactions from USPTO patents (1976-2016). Task: Predict the product of the given reaction. The product is: [Br:1][C:2]1[CH:10]=[CH:9][CH:8]=[C:7]2[C:3]=1[CH2:4][CH2:5][NH:6]2. Given the reactants [Br:1][C:2]1[CH:10]=[CH:9][CH:8]=[C:7]2[C:3]=1[CH:4]=[CH:5][NH:6]2.C(O)(=O)C.CO.C([BH3-])#N.[Na+], predict the reaction product.